From a dataset of CYP2C19 inhibition data for predicting drug metabolism from PubChem BioAssay. Regression/Classification. Given a drug SMILES string, predict its absorption, distribution, metabolism, or excretion properties. Task type varies by dataset: regression for continuous measurements (e.g., permeability, clearance, half-life) or binary classification for categorical outcomes (e.g., BBB penetration, CYP inhibition). Dataset: cyp2c19_veith. (1) The molecule is CCc1c2c(nc3ccccc13)OC(C)C2. The result is 0 (non-inhibitor). (2) The compound is Cc1ccc(SCc2nc3ccccc3n2CC(=O)Nc2ccc(Cl)cc2)cc1. The result is 1 (inhibitor).